Dataset: CYP2D6 inhibition data for predicting drug metabolism from PubChem BioAssay. Task: Regression/Classification. Given a drug SMILES string, predict its absorption, distribution, metabolism, or excretion properties. Task type varies by dataset: regression for continuous measurements (e.g., permeability, clearance, half-life) or binary classification for categorical outcomes (e.g., BBB penetration, CYP inhibition). Dataset: cyp2d6_veith. (1) The compound is COc1ccc(C(=O)N/C(=C/c2cccs2)C(=O)NCCCn2ccnc2)cc1OC. The result is 0 (non-inhibitor). (2) The molecule is COc1cc(/C=C/C(=O)O)cc(S(=O)(=O)NCCCO)c1OC. The result is 0 (non-inhibitor). (3) The compound is COc1cccc([C@@H]2Oc3ccc(OC)cc3/C(=N/OC[C@@H](O)COCc3ccco3)[C@@H]2O)c1. The result is 0 (non-inhibitor).